This data is from Peptide-MHC class II binding affinity with 134,281 pairs from IEDB. The task is: Regression. Given a peptide amino acid sequence and an MHC pseudo amino acid sequence, predict their binding affinity value. This is MHC class II binding data. The peptide sequence is QFGTMPSLTMACMAK. The MHC is DRB3_0101 with pseudo-sequence DRB3_0101. The binding affinity (normalized) is 0.167.